Predict the reaction yield, written as a fraction of the theoretical maximum amount of product (1.0 means a 100% yield; for example, 0.34 means a 34% yield). From a dataset of Reaction yield outcomes from USPTO patents with 853,638 reactions. (1) The reactants are [CH:1]12[CH2:7][CH:4]([CH2:5][CH2:6]1)[CH2:3][CH:2]2[C:8]([OH:10])=O.[CH2:11]([O:13][C:14]([C:16]1([NH2:25])[CH2:24][C:23]2[C:18](=[CH:19][CH:20]=[CH:21][CH:22]=2)[CH2:17]1)=[O:15])[CH3:12].CN(C(ON1N=NC2C=CC=NC1=2)=[N+](C)C)C.F[P-](F)(F)(F)(F)F.CCN(C(C)C)C(C)C. The catalyst is CN(C=O)C.O. The product is [CH2:11]([O:13][C:14]([C:16]1([NH:25][C:8]([CH:2]2[CH2:3][CH:4]3[CH2:7][CH:1]2[CH2:6][CH2:5]3)=[O:10])[CH2:24][C:23]2[C:18](=[CH:19][CH:20]=[CH:21][CH:22]=2)[CH2:17]1)=[O:15])[CH3:12]. The yield is 0.620. (2) The reactants are [F:1][C:2]1[CH:7]=[C:6]([CH2:8]O)[CH:5]=[CH:4][C:3]=1[CH2:10][CH2:11][C:12]1[N:13]=[C:14]([NH:17][C:18](=[O:20])[CH3:19])[S:15][CH:16]=1.C(N(CC)CC)C.CS([Cl:32])(=O)=O.O. The catalyst is ClCCl.CN(C)C1C=CN=CC=1. The product is [Cl:32][CH2:8][C:6]1[CH:5]=[CH:4][C:3]([CH2:10][CH2:11][C:12]2[N:13]=[C:14]([NH:17][C:18](=[O:20])[CH3:19])[S:15][CH:16]=2)=[C:2]([F:1])[CH:7]=1. The yield is 0.287. (3) The reactants are [Br:1][C:2]1[C:3]([F:13])=[C:4]2[C:9](=[CH:10][CH:11]=1)[N:8]=[C:7](Cl)[N:6]=[CH:5]2.[O:14]1[CH2:19][CH2:18][N:17]([C:20]2[CH:26]=[CH:25][C:23]([NH2:24])=[CH:22][CH:21]=2)[CH2:16][CH2:15]1. The catalyst is C(O)(C)C. The product is [Br:1][C:2]1[C:3]([F:13])=[C:4]2[C:9](=[CH:10][CH:11]=1)[N:8]=[C:7]([NH:24][C:23]1[CH:22]=[CH:21][C:20]([N:17]3[CH2:18][CH2:19][O:14][CH2:15][CH2:16]3)=[CH:26][CH:25]=1)[N:6]=[CH:5]2. The yield is 1.00. (4) The reactants are [CH3:1][CH2:2][C:3]1[CH:4]=[C:5]([C:9]([NH2:11])=[S:10])[CH:6]=[CH:7][N:8]=1.Br[CH2:13][C:14]([C:16]1[CH:30]=[CH:29][C:19]([C:20]([NH:22][CH2:23][CH2:24][C:25]([F:28])([F:27])[F:26])=[O:21])=[CH:18][CH:17]=1)=O.C(OCC)(=O)C. The catalyst is C1COCC1. The product is [CH2:2]([C:3]1[CH:4]=[C:5]([C:9]2[S:10][CH:13]=[C:14]([C:16]3[CH:17]=[CH:18][C:19]([C:20]([NH:22][CH2:23][CH2:24][C:25]([F:26])([F:27])[F:28])=[O:21])=[CH:29][CH:30]=3)[N:11]=2)[CH:6]=[CH:7][N:8]=1)[CH3:1]. The yield is 0.630. (5) The reactants are [F:1][C:2]1[CH:3]=[CH:4][C:5]2[N:6]([C:8]([N:11]3[CH2:16][CH2:15][CH2:14][C@@H:13]([CH2:17][OH:18])[CH2:12]3)=[N:9][N:10]=2)[CH:7]=1.CCN(CC)CC.FC(F)(F)S(O[Si:32]([CH:39]([CH3:41])[CH3:40])([CH:36]([CH3:38])[CH3:37])[CH:33]([CH3:35])[CH3:34])(=O)=O.O. The catalyst is C(Cl)Cl.CO. The product is [F:1][C:2]1[CH:3]=[CH:4][C:5]2[N:6]([C:8]([N:11]3[CH2:16][CH2:15][CH2:14][C@@H:13]([CH2:17][O:18][Si:32]([CH:39]([CH3:41])[CH3:40])([CH:36]([CH3:38])[CH3:37])[CH:33]([CH3:35])[CH3:34])[CH2:12]3)=[N:9][N:10]=2)[CH:7]=1. The yield is 0.880.